Task: Predict which catalyst facilitates the given reaction.. Dataset: Catalyst prediction with 721,799 reactions and 888 catalyst types from USPTO Reactant: [Si:1]([O:18][CH2:19][CH:20]1[CH2:26][CH:25]2[CH:23]([CH2:24]2)[CH2:22][N:21]1S(C1C=CC(C)=CC=1)(=O)=O)([C:14]([CH3:17])([CH3:16])[CH3:15])([C:8]1[CH:13]=[CH:12][CH:11]=[CH:10][CH:9]=1)[C:2]1[CH:7]=[CH:6][CH:5]=[CH:4][CH:3]=1.[Mg].[NH4+].[Cl-].C(Cl)Cl. Product: [Si:1]([O:18][CH2:19][CH:20]1[CH2:26][CH:25]2[CH:23]([CH2:24]2)[CH2:22][NH:21]1)([C:14]([CH3:17])([CH3:15])[CH3:16])([C:8]1[CH:13]=[CH:12][CH:11]=[CH:10][CH:9]=1)[C:2]1[CH:7]=[CH:6][CH:5]=[CH:4][CH:3]=1. The catalyst class is: 5.